From a dataset of Reaction yield outcomes from USPTO patents with 853,638 reactions. Predict the reaction yield, written as a fraction of the theoretical maximum amount of product (1.0 means a 100% yield; for example, 0.34 means a 34% yield). (1) The reactants are [F:1][C:2]([F:16])([C:7]1[CH:15]=[CH:14][C:10]([C:11]([OH:13])=O)=[CH:9][CH:8]=1)[C:3]([F:6])([F:5])[F:4].[CH3:17][O:18][C:19]1[CH:20]=[C:21]([CH2:25][CH2:26][NH2:27])[CH:22]=[CH:23][CH:24]=1.CN1CCOCC1.CN(C(ON1N=NC2C=CC=CC1=2)=[N+](C)C)C.F[P-](F)(F)(F)(F)F. The catalyst is CN(C=O)C. The product is [CH3:17][O:18][C:19]1[CH:20]=[C:21]([CH2:25][CH2:26][NH:27][C:11](=[O:13])[C:10]2[CH:9]=[CH:8][C:7]([C:2]([F:1])([F:16])[C:3]([F:4])([F:5])[F:6])=[CH:15][CH:14]=2)[CH:22]=[CH:23][CH:24]=1. The yield is 0.960. (2) The product is [CH2:6]([O:9][C:10]1[CH:15]=[CH:14][C:13]([S:2]([Cl:1])(=[O:5])=[O:3])=[CH:12][CH:11]=1)[C:7]#[CH:8]. The catalyst is ClCCl. The reactants are [Cl:1][S:2]([OH:5])(=O)=[O:3].[CH2:6]([O:9][C:10]1[CH:15]=[CH:14][CH:13]=[CH:12][CH:11]=1)[C:7]#[CH:8]. The yield is 0.600. (3) The reactants are [CH3:1][O:2][C:3]1[CH:4]=[C:5]2[C:10](=[CH:11][C:12]=1[O:13][CH3:14])[N:9]=[CH:8][N:7]=[C:6]2[O:15][C:16]1[CH:22]=[CH:21][C:19]([NH2:20])=[C:18]([F:23])[CH:17]=1.[CH3:24][O:25][C:26]1[CH:31]=[CH:30][CH:29]=[CH:28][C:27]=1[N:32]=[C:33]=[O:34].CO. The catalyst is C(Cl)(Cl)Cl. The product is [CH3:1][O:2][C:3]1[CH:4]=[C:5]2[C:10](=[CH:11][C:12]=1[O:13][CH3:14])[N:9]=[CH:8][N:7]=[C:6]2[O:15][C:16]1[CH:22]=[CH:21][C:19]([NH:20][C:33]([NH:32][C:27]2[CH:28]=[CH:29][CH:30]=[CH:31][C:26]=2[O:25][CH3:24])=[O:34])=[C:18]([F:23])[CH:17]=1. The yield is 0.300. (4) The reactants are [OH-].[Na+].[Br:3][C:4]1[CH:9]=[CH:8][C:7]([C@@H:10]2[CH2:12][C@H:11]2[NH:13][CH:14]2[CH2:19][CH2:18][CH:17]([NH:20][C:21](=[O:27])[O:22][C:23]([CH3:26])([CH3:25])[CH3:24])[CH2:16][CH2:15]2)=[CH:6][CH:5]=1.[CH3:28][C:29]([O:32][C:33](O[C:33]([O:32][C:29]([CH3:31])([CH3:30])[CH3:28])=[O:34])=[O:34])([CH3:31])[CH3:30].O. The catalyst is O1CCOCC1.O. The product is [Br:3][C:4]1[CH:5]=[CH:6][C:7]([C@@H:10]2[CH2:12][C@H:11]2[N:13]([CH:14]2[CH2:15][CH2:16][CH:17]([NH:20][C:21]([O:22][C:23]([CH3:24])([CH3:26])[CH3:25])=[O:27])[CH2:18][CH2:19]2)[C:33](=[O:34])[O:32][C:29]([CH3:31])([CH3:30])[CH3:28])=[CH:8][CH:9]=1. The yield is 0.830.